Dataset: Forward reaction prediction with 1.9M reactions from USPTO patents (1976-2016). Task: Predict the product of the given reaction. (1) Given the reactants [CH3:1][O:2][C:3]1[CH:8]=[CH:7][C:6]([N:9]2[CH2:14][CH2:13][N:12]([CH2:15][CH2:16][NH2:17])[CH2:11][CH2:10]2)=[CH:5][CH:4]=1.[CH2:18]([C:21]1[N:25]([C:26]([CH3:29])([CH3:28])[CH3:27])[N:24]=[C:23]([CH:30]=O)[CH:22]=1)[CH2:19][CH3:20], predict the reaction product. The product is: [C:26]([N:25]1[C:21]([CH2:18][CH2:19][CH3:20])=[CH:22][C:23]([CH2:30][NH:17][CH2:16][CH2:15][N:12]2[CH2:11][CH2:10][N:9]([C:6]3[CH:5]=[CH:4][C:3]([O:2][CH3:1])=[CH:8][CH:7]=3)[CH2:14][CH2:13]2)=[N:24]1)([CH3:29])([CH3:28])[CH3:27]. (2) Given the reactants [CH:1]([NH:4][CH2:5][C@@H:6]1[C@H:10]2[O:11][C:12]([CH3:15])([CH3:14])[O:13][C@H:9]2[C@H:8]([N:16]2[CH:24]=[N:23][C:22]3[C:17]2=[N:18][CH:19]=[N:20][C:21]=3[NH2:25])[O:7]1)([CH3:3])[CH3:2].[C:26]([C:30]1[CH:43]=[CH:42][C:33]2[N:34]3[CH:40](O)[CH2:39][CH2:38][CH2:37][C:35]3=[N:36][C:32]=2[CH:31]=1)([CH3:29])([CH3:28])[CH3:27].[BH-](OC(C)=O)(OC(C)=O)OC(C)=O.[Na+].C([O-])(O)=O.[Na+], predict the reaction product. The product is: [C:26]([C:30]1[CH:43]=[CH:42][C:33]2[NH:34][C:35]([CH2:37][CH2:38][CH2:39][CH2:40][N:4]([CH2:5][C@@H:6]3[C@H:10]4[O:11][C:12]([CH3:15])([CH3:14])[O:13][C@H:9]4[C@H:8]([N:16]4[CH:24]=[N:23][C:22]5[C:17]4=[N:18][CH:19]=[N:20][C:21]=5[NH2:25])[O:7]3)[CH:1]([CH3:3])[CH3:2])=[N:36][C:32]=2[CH:31]=1)([CH3:28])([CH3:27])[CH3:29]. (3) Given the reactants [Cl:1][C:2]1[N:7]=[CH:6][C:5]([C:8]2[CH:13]=[CH:12][C:11]([C:14]([F:17])([F:16])[F:15])=[CH:10][CH:9]=2)=[CH:4][N:3]=1.[CH:18]([N:21]1[CH2:26][CH2:25][NH:24][CH2:23][CH2:22]1)([CH3:20])[CH3:19], predict the reaction product. The product is: [ClH:1].[CH:18]([N:21]1[CH2:26][CH2:25][N:24]([C:2]2[N:7]=[CH:6][C:5]([C:8]3[CH:13]=[CH:12][C:11]([C:14]([F:17])([F:16])[F:15])=[CH:10][CH:9]=3)=[CH:4][N:3]=2)[CH2:23][CH2:22]1)([CH3:20])[CH3:19].